From a dataset of Catalyst prediction with 721,799 reactions and 888 catalyst types from USPTO. Predict which catalyst facilitates the given reaction. Reactant: [NH2:1][C:2]1[S:3][C:4]([CH3:11])=[C:5]([C:7]([O:9]C)=[O:8])[N:6]=1.[F:12][C:13]1[CH:14]=[C:15]([C:20]2[S:24][C:23]([S:25](Cl)(=[O:27])=[O:26])=[CH:22][CH:21]=2)[CH:16]=[C:17]([F:19])[CH:18]=1.N1C=CC=CC=1. Product: [F:12][C:13]1[CH:14]=[C:15]([C:20]2[S:24][C:23]([S:25]([NH:1][C:2]3[S:3][C:4]([CH3:11])=[C:5]([C:7]([OH:9])=[O:8])[N:6]=3)(=[O:27])=[O:26])=[CH:22][CH:21]=2)[CH:16]=[C:17]([F:19])[CH:18]=1. The catalyst class is: 23.